From a dataset of Forward reaction prediction with 1.9M reactions from USPTO patents (1976-2016). Predict the product of the given reaction. (1) Given the reactants [Cl:1][CH2:2][C:3]([NH:5][C:6]1[CH:11]=[C:10]([N:12]2[CH:16]=[CH:15][CH:14]=[N:13]2)[N:9]=[C:8](C2OC=CC=2)[N:7]=1)=[O:4].[N:22]1(C2N=C(N)C=C([N:22]3[CH:26]=[CH:25][CH:24]=[N:23]3)N=2)[CH:26]=[CH:25][CH:24]=[N:23]1, predict the reaction product. The product is: [Cl:1][CH2:2][C:3]([NH:5][C:6]1[CH:11]=[C:10]([N:12]2[CH:16]=[CH:15][CH:14]=[N:13]2)[N:9]=[C:8]([N:22]2[CH:26]=[CH:25][CH:24]=[N:23]2)[N:7]=1)=[O:4]. (2) The product is: [CH3:14][C:9]1([C:6]2[S:5][C:4]([CH:23]=[O:24])=[N:8][CH:7]=2)[O:13][CH2:12][CH2:11][O:10]1. Given the reactants N#N.Br[C:4]1[S:5][C:6]([C:9]2([CH3:14])[O:13][CH2:12][CH2:11][O:10]2)=[CH:7][N:8]=1.[Li]CCCC.CN([CH:23]=[O:24])C.[NH4+].[Cl-].Cl, predict the reaction product. (3) Given the reactants C([O:5][C:6]([C:8]1[C:13]([O:14][CH2:15][C:16]2[CH:21]=[CH:20][CH:19]=[CH:18][CH:17]=2)=[C:12]([OH:22])[N:11]=[C:10]([CH2:23][C:24]2([C:29]3[CH:34]=[C:33]([Cl:35])[CH:32]=[CH:31][C:30]=3[Cl:36])[CH2:28][CH2:27][CH2:26][CH2:25]2)[N:9]=1)=[O:7])(C)(C)C.O.C(OCC)(=O)C, predict the reaction product. The product is: [CH2:15]([O:14][C:13]1[C:8]([C:6]([OH:7])=[O:5])=[N:9][C:10]([CH2:23][C:24]2([C:29]3[CH:34]=[C:33]([Cl:35])[CH:32]=[CH:31][C:30]=3[Cl:36])[CH2:25][CH2:26][CH2:27][CH2:28]2)=[N:11][C:12]=1[OH:22])[C:16]1[CH:17]=[CH:18][CH:19]=[CH:20][CH:21]=1. (4) Given the reactants [F:1][C:2]([F:12])([F:11])[C@@H:3](O)[C:4]1[CH:9]=[CH:8][CH:7]=[CH:6][CH:5]=1.FC(F)(F)S(OS(C(F)(F)F)(=O)=O)(=O)=O.N1C(C)=CC=CC=1C.[O-]S(C(F)(F)F)(=O)=O.[CH3:44][C@@H:45]1[CH2:50][NH:49][CH2:48][CH2:47][NH:46]1, predict the reaction product. The product is: [CH3:44][C@H:45]1[NH:46][CH2:47][CH2:48][N:49]([C@H:3]([C:4]2[CH:9]=[CH:8][CH:7]=[CH:6][CH:5]=2)[C:2]([F:12])([F:11])[F:1])[CH2:50]1.